This data is from Cav3 T-type calcium channel HTS with 100,875 compounds. The task is: Binary Classification. Given a drug SMILES string, predict its activity (active/inactive) in a high-throughput screening assay against a specified biological target. (1) The compound is S(=O)(=O)(N(CC(=O)N1CCN(CC1)c1ccc(F)cc1)c1c(CC)cccc1)C. The result is 0 (inactive). (2) The result is 0 (inactive). The compound is s1c2n(nc1c1occc1)c(nn2)Cn1nnc2c1cccc2. (3) The compound is S(=O)(=O)(CNC(=O)c1ccccc1)c1ccccc1. The result is 0 (inactive). (4) The compound is N(c1nc(N(C)C)nc(Nc2ccccc2)n1)(C)C. The result is 0 (inactive). (5) The molecule is s1c(/C(=N\NC(=O)C2Oc3c(OC2)cccc3)C)ccc1. The result is 0 (inactive).